Dataset: Reaction yield outcomes from USPTO patents with 853,638 reactions. Task: Predict the reaction yield, written as a fraction of the theoretical maximum amount of product (1.0 means a 100% yield; for example, 0.34 means a 34% yield). The reactants are [OH:1][C:2]1[C:3](=[O:16])[CH:4]=[C:5]([CH2:8][O:9][CH:10]2[CH2:15][CH2:14][CH2:13][CH2:12][O:11]2)[O:6][CH:7]=1.C([O-])([O-])=O.[Cs+].[Cs+].[Br:23][CH2:24][CH2:25][CH2:26][CH2:27][CH2:28][CH2:29][CH2:30][CH2:31]Br. No catalyst specified. The product is [Br:23][CH2:24][CH2:25][CH2:26][CH2:27][CH2:28][CH2:29][CH2:30][CH2:31][O:1][C:2]1[C:3](=[O:16])[CH:4]=[C:5]([CH2:8][O:9][CH:10]2[CH2:15][CH2:14][CH2:13][CH2:12][O:11]2)[O:6][CH:7]=1. The yield is 0.780.